The task is: Predict the reactants needed to synthesize the given product.. This data is from Full USPTO retrosynthesis dataset with 1.9M reactions from patents (1976-2016). (1) Given the product [CH2:3]([O:1][C:2]1[CH:3]=[C:4]([CH2:8][C:9]([OH:11])=[O:10])[CH:5]=[CH:6][CH:7]=1)[CH2:2][CH2:7][CH3:6], predict the reactants needed to synthesize it. The reactants are: [OH:1][C:2]1[CH:3]=[C:4]([CH2:8][C:9]([OH:11])=[O:10])[CH:5]=[CH:6][CH:7]=1.Cl. (2) Given the product [CH2:1]([N:5]([CH2:19][C:20]1[CH:32]=[CH:31][C:23]([O:24][CH2:25][C:26]([OH:28])=[O:27])=[C:22]([CH3:33])[CH:21]=1)[C:6]1[CH:11]=[N:10][CH:9]=[C:8]([C:12]2[CH:13]=[CH:14][C:15]([CH3:18])=[CH:16][CH:17]=2)[N:7]=1)[CH2:2][CH2:3][CH3:4], predict the reactants needed to synthesize it. The reactants are: [CH2:1]([N:5]([CH2:19][C:20]1[CH:32]=[CH:31][C:23]([O:24][CH2:25][C:26]([O:28]CC)=[O:27])=[C:22]([CH3:33])[CH:21]=1)[C:6]1[CH:11]=[N:10][CH:9]=[C:8]([C:12]2[CH:17]=[CH:16][C:15]([CH3:18])=[CH:14][CH:13]=2)[N:7]=1)[CH2:2][CH2:3][CH3:4].[OH-].[Na+]. (3) Given the product [C:2]1([C:26]2[CH:27]=[C:28]([C:33]3[CH:38]=[CH:37][CH:36]=[CH:35][CH:34]=3)[C:29]3[C:24](=[C:23]4[C:32](=[CH:31][CH:30]=3)[C:19]([C:13]3[CH:14]=[CH:15][CH:16]=[CH:17][CH:18]=3)=[CH:20][CH:21]=[N:22]4)[N:25]=2)[CH:7]=[CH:6][CH:5]=[CH:4][CH:3]=1, predict the reactants needed to synthesize it. The reactants are: Br[C:2]1[CH:7]=[CH:6][CH:5]=[CH:4][CH:3]=1.C([Li])CCC.[C:13]1([C:19]2[C:32]3[C:23](=[C:24]4[C:29](=[CH:30][CH:31]=3)[C:28]([C:33]3[CH:38]=[CH:37][CH:36]=[CH:35][CH:34]=3)=[CH:27][CH:26]=[N:25]4)[N:22]=[CH:21][CH:20]=2)[CH:18]=[CH:17][CH:16]=[CH:15][CH:14]=1.O. (4) Given the product [CH:1]1([O:5][C:6]([NH:8][C@@H:9]2[C:23](=[O:24])[N:22]3[CH2:25][C@H:26]([O:28][C:29]4[CH:34]=[C:33]([C:35]5[CH:40]=[CH:39][CH:38]=[CH:37][N:36]=5)[N:32]=[C:31]5[CH:41]=[CH:42][S:43][C:30]=45)[CH2:27][C@H:21]3[C:20](=[O:44])[NH:19][C@:18]3([C:46]([OH:48])=[O:47])[CH2:45][C@H:17]3[CH:16]=[CH:15][CH2:14][CH2:13][CH2:12][CH2:11][CH2:10]2)=[O:7])[CH2:4][CH2:3][CH2:2]1, predict the reactants needed to synthesize it. The reactants are: [CH:1]1([O:5][C:6]([NH:8][C@@H:9]2[C:23](=[O:24])[N:22]3[CH2:25][C@H:26]([O:28][C:29]4[CH:34]=[C:33]([C:35]5[CH:40]=[CH:39][CH:38]=[CH:37][N:36]=5)[N:32]=[C:31]5[CH:41]=[CH:42][S:43][C:30]=45)[CH2:27][C@H:21]3[C:20](=[O:44])[NH:19][C@:18]3([C:46]([O:48]C)=[O:47])[CH2:45][C@H:17]3[CH:16]=[CH:15][CH2:14][CH2:13][CH2:12][CH2:11][CH2:10]2)=[O:7])[CH2:4][CH2:3][CH2:2]1.[OH-].[Li+]. (5) Given the product [CH3:23][N:2]([CH3:1])[C:3](=[O:22])[C@H:4]([CH2:5][C:6]([N:8]([CH3:10])[CH3:9])=[O:7])[NH2:11], predict the reactants needed to synthesize it. The reactants are: [CH3:1][N:2]([CH3:23])[C:3](=[O:22])[C@@H:4]([NH:11]C(=O)OCC1C=CC=CC=1)[CH2:5][C:6]([N:8]([CH3:10])[CH3:9])=[O:7].